From a dataset of Forward reaction prediction with 1.9M reactions from USPTO patents (1976-2016). Predict the product of the given reaction. (1) The product is: [CH:4]([C:3]1[C:2]([O:1][CH2:16][C:17]([NH2:19])=[O:18])=[C:9]([CH3:10])[C:8]([O:11][CH2:12][CH2:13][CH3:14])=[CH:7][CH:6]=1)=[O:5]. Given the reactants [OH:1][C:2]1[C:9]([CH3:10])=[C:8]([O:11][CH2:12][CH2:13][CH3:14])[CH:7]=[CH:6][C:3]=1[CH:4]=[O:5].Br[CH2:16][C:17]([NH2:19])=[O:18], predict the reaction product. (2) Given the reactants [C:1]([NH:4][C:5]1[S:6][C:7]2[C:13]3[N:14]([CH:20]4[CH2:25][CH2:24][N:23]([C:26]([CH:28]5[CH2:33][CH2:32][N:31](C(OC(C)(C)C)=O)[CH2:30][CH2:29]5)=[O:27])[CH2:22][CH2:21]4)[N:15]=[C:16]([CH:17]4[CH2:19][CH2:18]4)[C:12]=3[CH2:11][CH2:10][C:8]=2[N:9]=1)(=[O:3])[CH3:2].FC(F)(F)C(O)=O, predict the reaction product. The product is: [CH:17]1([C:16]2[C:12]3[CH2:11][CH2:10][C:8]4[N:9]=[C:5]([NH:4][C:1](=[O:3])[CH3:2])[S:6][C:7]=4[C:13]=3[N:14]([CH:20]3[CH2:21][CH2:22][N:23]([C:26]([CH:28]4[CH2:29][CH2:30][NH:31][CH2:32][CH2:33]4)=[O:27])[CH2:24][CH2:25]3)[N:15]=2)[CH2:19][CH2:18]1.